From a dataset of Full USPTO retrosynthesis dataset with 1.9M reactions from patents (1976-2016). Predict the reactants needed to synthesize the given product. (1) Given the product [CH3:1][O:2][C:3]1[CH:4]=[C:5]([NH:11][C:12]2[N:17]=[C:16]([N:18]3[C:22]([CH3:23])=[CH:21][C:20]([C:24]([F:27])([F:25])[F:26])=[N:19]3)[C:15]([C:28]3[CH:29]=[C:30]([C:36]([NH:52][S:49]([CH3:48])(=[O:51])=[O:50])=[O:37])[C:31]([S:34][CH3:35])=[N:32][CH:33]=3)=[CH:14][N:13]=2)[CH:6]=[C:7]([O:9][CH3:10])[CH:8]=1, predict the reactants needed to synthesize it. The reactants are: [CH3:1][O:2][C:3]1[CH:4]=[C:5]([NH:11][C:12]2[N:17]=[C:16]([N:18]3[C:22]([CH3:23])=[CH:21][C:20]([C:24]([F:27])([F:26])[F:25])=[N:19]3)[C:15]([C:28]3[CH:29]=[C:30]([C:36](O)=[O:37])[C:31]([S:34][CH3:35])=[N:32][CH:33]=3)=[CH:14][N:13]=2)[CH:6]=[C:7]([O:9][CH3:10])[CH:8]=1.[I-].ClC1C=CC=C[N+]=1C.[CH3:48][S:49]([NH2:52])(=[O:51])=[O:50].CCCCCC. (2) The reactants are: [CH2:1]([C:5]1[CH:6]=[C:7]2[N:12]([C:13]=1[C:14]([C:16]1[CH:21]=[CH:20][C:19]([CH2:22][CH2:23][CH2:24][N:25]([CH2:30][CH2:31][CH2:32][CH3:33])[CH2:26][CH2:27][CH2:28][CH3:29])=[CH:18][CH:17]=1)=[O:15])[CH:11]=[CH:10][C:9]([C:34]([O:36]C(C)C)=[O:35])=[CH:8]2)[CH2:2][CH2:3][CH3:4].[OH-].[Na+].Cl. Given the product [CH2:1]([C:5]1[CH:6]=[C:7]2[N:12]([C:13]=1[C:14]([C:16]1[CH:17]=[CH:18][C:19]([CH2:22][CH2:23][CH2:24][N:25]([CH2:30][CH2:31][CH2:32][CH3:33])[CH2:26][CH2:27][CH2:28][CH3:29])=[CH:20][CH:21]=1)=[O:15])[CH:11]=[CH:10][C:9]([C:34]([OH:36])=[O:35])=[CH:8]2)[CH2:2][CH2:3][CH3:4], predict the reactants needed to synthesize it. (3) Given the product [Cl:1][C:2]1[CH:3]=[C:4]([N:9]([CH2:31][C:28]2[CH:29]=[CH:30][C:25]([C:24]([O:23][CH3:22])=[O:33])=[CH:26][CH:27]=2)[C:10]2[N:14]([CH3:15])[C:13]3[CH:16]=[CH:17][CH:18]=[CH:19][C:12]=3[N:11]=2)[CH:5]=[C:6]([Cl:8])[CH:7]=1, predict the reactants needed to synthesize it. The reactants are: [Cl:1][C:2]1[CH:3]=[C:4]([NH:9][C:10]2[N:14]([CH3:15])[C:13]3[CH:16]=[CH:17][CH:18]=[CH:19][C:12]=3[N:11]=2)[CH:5]=[C:6]([Cl:8])[CH:7]=1.[H-].[Na+].[CH3:22][O:23][C:24](=[O:33])[C:25]1[CH:30]=[CH:29][C:28]([CH2:31]Br)=[CH:27][CH:26]=1. (4) The reactants are: C([O:4][C:5]1[CH:10]=[CH:9][C:8]([Br:11])=[CH:7][C:6]=1[N+:12]([O-:14])=[O:13])C=C.[C:15]1(C)[C:16](C)=CC=C[CH:20]=1. Given the product [CH2:16]([C:10]1[CH:9]=[C:8]([Br:11])[CH:7]=[C:6]([N+:12]([O-:14])=[O:13])[C:5]=1[OH:4])[CH:15]=[CH2:20], predict the reactants needed to synthesize it. (5) The reactants are: [CH:1]1([N:4]2[C:13]3[C:8](=[CH:9][CH:10]=[C:11]([C:16]4[S:25][C:19]5[S:20][CH2:21][CH2:22][CH:23](O)[C:18]=5[CH:17]=4)[C:12]=3[O:14][CH3:15])[C:7](=[O:26])[C:6]([C:27]([O:29][CH2:30][CH3:31])=[O:28])=[CH:5]2)[CH2:3][CH2:2]1.C1(C)C=CC=CC=1.C1C=CC(P([N:53]=[N+:54]=[N-:55])(C2C=CC=CC=2)=O)=CC=1.C1CCN2C(=NCCC2)CC1. Given the product [N:53]([CH:23]1[CH2:22][CH2:21][S:20][C:19]2[S:25][C:16]([C:11]3[C:12]([O:14][CH3:15])=[C:13]4[C:8]([C:7](=[O:26])[C:6]([C:27]([O:29][CH2:30][CH3:31])=[O:28])=[CH:5][N:4]4[CH:1]4[CH2:3][CH2:2]4)=[CH:9][CH:10]=3)=[CH:17][C:18]1=2)=[N+:54]=[N-:55], predict the reactants needed to synthesize it. (6) Given the product [C:11]1(=[N:10][CH2:9][C:6]2[CH:7]=[CH:8][C:3]([O:2][CH3:1])=[CH:4][CH:5]=2)[CH2:14][CH2:13][CH2:12]1, predict the reactants needed to synthesize it. The reactants are: [CH3:1][O:2][C:3]1[CH:8]=[CH:7][C:6]([CH2:9][NH2:10])=[CH:5][CH:4]=1.[C:11]1(=O)[CH2:14][CH2:13][CH2:12]1.